From a dataset of Peptide-MHC class I binding affinity with 185,985 pairs from IEDB/IMGT. Regression. Given a peptide amino acid sequence and an MHC pseudo amino acid sequence, predict their binding affinity value. This is MHC class I binding data. (1) The peptide sequence is CGDGRRRVY. The MHC is HLA-A02:02 with pseudo-sequence HLA-A02:02. The binding affinity (normalized) is 0.143. (2) The peptide sequence is SQSTIPETI. The MHC is HLA-A32:01 with pseudo-sequence HLA-A32:01. The binding affinity (normalized) is 0.0672.